From a dataset of Reaction yield outcomes from USPTO patents with 853,638 reactions. Predict the reaction yield, written as a fraction of the theoretical maximum amount of product (1.0 means a 100% yield; for example, 0.34 means a 34% yield). (1) The reactants are COOB([C:6]1[CH:11]=[CH:10][CH:9]=[CH:8][CH:7]=1)O.C1(P(C2CCCCC2)[C:19]2[C:24]([O:25][CH3:26])=[CH:23][C:22](OC)=[CH:21][C:20]=2OC)CCCCC1.[C:37](=[O:40])([O-])[O-:38].[K+].[K+]. The catalyst is C1(C)C=CC=CC=1.C([O-])(=O)C.[Pd+2].C([O-])(=O)C. The product is [CH3:11][C:6]1[C:37](=[O:40])[O:38][CH:8]([C:6]2[CH:7]=[CH:8][CH:9]=[CH:10][CH:11]=2)[C:7]=1[C:19]1[CH:20]=[CH:21][CH:22]=[CH:23][C:24]=1[O:25][CH3:26]. The yield is 1.00. (2) The reactants are [CH3:1][C:2]1[C:3]([C:11]2[S:12][CH:13]=[CH:14][CH:15]=2)=[N:4][O:5][C:6]=1[C:7]([F:10])([F:9])[F:8].[CH3:16][O:17][C:18]1[CH:26]=[CH:25][CH:24]=[CH:23][C:19]=1[C:20](Cl)=[O:21]. No catalyst specified. The product is [CH3:16][O:17][C:18]1[CH:26]=[CH:25][CH:24]=[CH:23][C:19]=1[C:20]([C:13]1[S:12][C:11]([C:3]2[C:2]([CH3:1])=[C:6]([C:7]([F:8])([F:10])[F:9])[O:5][N:4]=2)=[CH:15][CH:14]=1)=[O:21]. The yield is 0.540. (3) The reactants are C([O:8][NH:9][C:10](=[O:37])[CH2:11][CH:12]([C:26]1[CH:31]=[CH:30][C:29]([O:32][CH3:33])=[C:28]([O:34][CH2:35][CH3:36])[CH:27]=1)[N:13]1[C:17](=[O:18])[C:16]2=[C:19]([CH3:24])[C:20]([CH3:23])=[CH:21][CH:22]=[C:15]2[C:14]1=[O:25])C1C=CC=CC=1.[H][H]. The catalyst is C(OCC)(=O)C.CO.[OH-].[OH-].[Pd+2]. The product is [CH2:35]([O:34][C:28]1[CH:27]=[C:26]([CH:12]([N:13]2[C:17](=[O:18])[C:16]3=[C:19]([CH3:24])[C:20]([CH3:23])=[CH:21][CH:22]=[C:15]3[C:14]2=[O:25])[CH2:11][C:10]([NH:9][OH:8])=[O:37])[CH:31]=[CH:30][C:29]=1[O:32][CH3:33])[CH3:36]. The yield is 0.840. (4) The reactants are Br[C:2]1[CH:8]=[C:7]([O:9][C:10]([F:13])([F:12])[F:11])[CH:6]=[CH:5][C:3]=1[NH2:4].[Cu](C#N)[C:15]#[N:16].N. The catalyst is CN1CCCC1=O. The product is [NH2:4][C:3]1[CH:5]=[CH:6][C:7]([O:9][C:10]([F:13])([F:12])[F:11])=[CH:8][C:2]=1[C:15]#[N:16]. The yield is 0.760. (5) The reactants are Br[C:2]1[C:7](=[O:8])[N:6]([CH3:9])[CH:5]=[C:4]([C:10]2[C:11]([N:30]([CH3:35])[S:31]([CH3:34])(=[O:33])=[O:32])=[CH:12][C:13]3[O:17][C:16]([C:18]4[CH:23]=[CH:22][C:21]([F:24])=[CH:20][CH:19]=4)=[C:15]([C:25]([NH:27][CH3:28])=[O:26])[C:14]=3[CH:29]=2)[CH:3]=1.[F:36][C:37]1[CH:45]=[CH:44][CH:43]=[C:42]2[C:38]=1[CH2:39][NH:40][C:41]2=[O:46].C([O-])([O-])=O.[Cs+].[Cs+].CC1(C)C2C(=C(P(C3C=CC=CC=3)C3C=CC=CC=3)C=CC=2)OC2C(P(C3C=CC=CC=3)C3C=CC=CC=3)=CC=CC1=2. The catalyst is O1CCOCC1. The product is [F:36][C:37]1[CH:45]=[CH:44][CH:43]=[C:42]2[C:38]=1[CH2:39][N:40]([C:2]1[C:7](=[O:8])[N:6]([CH3:9])[CH:5]=[C:4]([C:10]3[C:11]([N:30]([CH3:35])[S:31]([CH3:34])(=[O:33])=[O:32])=[CH:12][C:13]4[O:17][C:16]([C:18]5[CH:23]=[CH:22][C:21]([F:24])=[CH:20][CH:19]=5)=[C:15]([C:25]([NH:27][CH3:28])=[O:26])[C:14]=4[CH:29]=3)[CH:3]=1)[C:41]2=[O:46]. The yield is 0.530. (6) The reactants are Cl[C:2]1[N:7]=[CH:6][N:5]=[C:4]([NH:8][C@@H:9]([C:17]([O:19][CH3:20])=[O:18])[CH2:10][C:11]2[CH:16]=[CH:15][CH:14]=[CH:13][CH:12]=2)[CH:3]=1.[C:21]1(B(O)O)[CH:26]=[CH:25][CH:24]=[CH:23][CH:22]=1.[C:30](=O)([O-])[O-:31].[K+].[K+].[CH:36]1[CH:41]=[CH:40][CH:39]=[CH:38][CH:37]=1. The catalyst is C(OCC)(=O)C.C1C=CC([P]([Pd]([P](C2C=CC=CC=2)(C2C=CC=CC=2)C2C=CC=CC=2)([P](C2C=CC=CC=2)(C2C=CC=CC=2)C2C=CC=CC=2)[P](C2C=CC=CC=2)(C2C=CC=CC=2)C2C=CC=CC=2)(C2C=CC=CC=2)C2C=CC=CC=2)=CC=1. The product is [CH2:30]([O:31][C:36]1[CH:41]=[CH:40][C:39]([C:2]2[N:7]=[CH:6][N:5]=[C:4]([NH:8][C@@H:9]([C:17]([O:19][CH3:20])=[O:18])[CH2:10][C:11]3[CH:16]=[CH:15][CH:14]=[CH:13][CH:12]=3)[CH:3]=2)=[CH:38][CH:37]=1)[C:21]1[CH:26]=[CH:25][CH:24]=[CH:23][CH:22]=1. The yield is 0.670. (7) The reactants are Br[C:2]1[O:6][C:5]([C:7]2[C:12]([F:13])=[CH:11][CH:10]=[CH:9][C:8]=2[F:14])=[N:4][C:3]=1[C:15]#[N:16].[O:17]1[CH2:22][CH2:21][N:20]([C:23]2[CH:29]=[CH:28][C:26]([NH2:27])=[CH:25][CH:24]=2)[CH2:19][CH2:18]1.[O-]P([O-])([O-])=O.[K+].[K+].[K+]. The catalyst is CN(C=O)C.CCOC(C)=O.C([O-])(=O)C.[Pd+2].C([O-])(=O)C. The product is [F:14][C:8]1[CH:9]=[CH:10][CH:11]=[C:12]([F:13])[C:7]=1[C:5]1[O:6][C:2]([NH:27][C:26]2[CH:25]=[CH:24][C:23]([N:20]3[CH2:21][CH2:22][O:17][CH2:18][CH2:19]3)=[CH:29][CH:28]=2)=[C:3]([C:15]#[N:16])[N:4]=1. The yield is 0.260.